From a dataset of Full USPTO retrosynthesis dataset with 1.9M reactions from patents (1976-2016). Predict the reactants needed to synthesize the given product. (1) Given the product [C:23]1([CH:16]([C:17]2[CH:22]=[CH:21][CH:20]=[CH:19][CH:18]=2)[CH2:15][C:9]2[NH:10][C:11](=[O:14])[C:12]([OH:13])=[C:7]([C:5]([OH:6])=[O:4])[N:8]=2)[CH:24]=[CH:25][CH:26]=[CH:27][CH:28]=1, predict the reactants needed to synthesize it. The reactants are: [OH-].[Li+].C[O:4][C:5]([C:7]1[N:8]=[C:9]([CH2:15][CH:16]([C:23]2[CH:28]=[CH:27][CH:26]=[CH:25][CH:24]=2)[C:17]2[CH:22]=[CH:21][CH:20]=[CH:19][CH:18]=2)[NH:10][C:11](=[O:14])[C:12]=1[OH:13])=[O:6]. (2) Given the product [Cl:1][C:2]1[N:3]=[C:4]([O:21][C@H:22]2[CH2:25][C@H:24]([CH2:26][NH:27][C:28](=[O:34])[O:29][C:30]([CH3:32])([CH3:31])[CH3:33])[CH2:23]2)[C:5]2[C:10]([I:11])=[CH:9][N:8]([CH2:12][O:13][CH2:14][CH2:15][Si:16]([CH3:19])([CH3:18])[CH3:17])[C:6]=2[N:7]=1, predict the reactants needed to synthesize it. The reactants are: [Cl:1][C:2]1[N:3]=[C:4](Cl)[C:5]2[C:10]([I:11])=[CH:9][N:8]([CH2:12][O:13][CH2:14][CH2:15][Si:16]([CH3:19])([CH3:18])[CH3:17])[C:6]=2[N:7]=1.[OH:21][C@H:22]1[CH2:25][C@H:24]([CH2:26][NH:27][C:28](=[O:34])[O:29][C:30]([CH3:33])([CH3:32])[CH3:31])[CH2:23]1.C[Si](C)(C)N[Si](C)(C)C.[K]. (3) Given the product [CH3:11][O:12][C:9](=[S:10])[NH:8][C:4]1[CH:5]=[CH:6][CH:7]=[C:2]([F:1])[CH:3]=1, predict the reactants needed to synthesize it. The reactants are: [F:1][C:2]1[CH:7]=[CH:6][CH:5]=[C:4]([N:8]=[C:9]=[S:10])[CH:3]=1.[CH3:11][OH:12]. (4) The reactants are: [P:1]([O:23][CH3:24])([O:21][CH3:22])([O:3][C:4](=[C:16]1[CH2:20][CH2:19][CH2:18][CH2:17]1)[C:5]1[C:13]2[C:8](=[CH:9][C:10]([O:14][CH3:15])=[CH:11][CH:12]=2)[NH:7][N:6]=1)=[O:2].Br[CH2:26][C:27](=[O:32])[C:28]([CH3:31])([CH3:30])[CH3:29]. Given the product [P:1]([O:23][CH3:24])([O:21][CH3:22])([O:3][C:4](=[C:16]1[CH2:20][CH2:19][CH2:18][CH2:17]1)[C:5]1[C:13]2[C:8](=[CH:9][C:10]([O:14][CH3:15])=[CH:11][CH:12]=2)[N:7]([CH2:26][C:27](=[O:32])[C:28]([CH3:31])([CH3:30])[CH3:29])[N:6]=1)=[O:2], predict the reactants needed to synthesize it. (5) Given the product [Cl:14][C:6]1[CH:5]=[CH:4][C:3]([N+:9]([O-:11])=[O:10])=[C:2]([CH3:1])[N:7]=1, predict the reactants needed to synthesize it. The reactants are: [CH3:1][C:2]1[NH:7][C:6](=O)[CH:5]=[CH:4][C:3]=1[N+:9]([O-:11])=[O:10].P(Cl)(Cl)([Cl:14])=O. (6) Given the product [C:10]([C:12]1[CH:13]=[CH:14][C:15]([C:16]([NH:42][CH2:43][C:44]([N:46]2[CH2:47][CH2:48][N:49]([C:52](=[O:64])[C:53]3[CH:58]=[C:57]([F:59])[CH:56]=[CH:55][C:54]=3[C:60]([F:62])([F:61])[F:63])[CH2:50][CH2:51]2)=[O:45])=[O:18])=[CH:19][CH:20]=1)#[CH:11], predict the reactants needed to synthesize it. The reactants are: CCN(C(C)C)C(C)C.[C:10]([C:12]1[CH:20]=[CH:19][C:15]([C:16]([OH:18])=O)=[CH:14][CH:13]=1)#[CH:11].C1C=CC2N(O)N=NC=2C=1.CCN=C=NCCCN(C)C.[NH2:42][CH2:43][C:44]([N:46]1[CH2:51][CH2:50][N:49]([C:52](=[O:64])[C:53]2[CH:58]=[C:57]([F:59])[CH:56]=[CH:55][C:54]=2[C:60]([F:63])([F:62])[F:61])[CH2:48][CH2:47]1)=[O:45]. (7) Given the product [CH:27]1([C:10]2[CH2:9][N:8]([C:20]([O:22][C:23]([CH3:26])([CH3:25])[CH3:24])=[O:21])[C@H:7]([C:1]3[CH:6]=[CH:5][CH:4]=[CH:3][CH:2]=3)[CH:11]=2)[CH2:29][CH2:28]1, predict the reactants needed to synthesize it. The reactants are: [C:1]1([C@@H:7]2[CH:11]=[C:10](OS(C(F)(F)F)(=O)=O)[CH2:9][N:8]2[C:20]([O:22][C:23]([CH3:26])([CH3:25])[CH3:24])=[O:21])[CH:6]=[CH:5][CH:4]=[CH:3][CH:2]=1.[CH:27]1([Mg]Br)[CH2:29][CH2:28]1.